Dataset: NCI-60 drug combinations with 297,098 pairs across 59 cell lines. Task: Regression. Given two drug SMILES strings and cell line genomic features, predict the synergy score measuring deviation from expected non-interaction effect. (1) Drug 1: CC1=C(C(CCC1)(C)C)C=CC(=CC=CC(=CC(=O)O)C)C. Drug 2: CC1CCCC2(C(O2)CC(NC(=O)CC(C(C(=O)C(C1O)C)(C)C)O)C(=CC3=CSC(=N3)C)C)C. Cell line: OVCAR3. Synergy scores: CSS=64.6, Synergy_ZIP=5.12, Synergy_Bliss=3.95, Synergy_Loewe=-27.5, Synergy_HSA=1.18. (2) Drug 1: CC1=C2C(C(=O)C3(C(CC4C(C3C(C(C2(C)C)(CC1OC(=O)C(C(C5=CC=CC=C5)NC(=O)C6=CC=CC=C6)O)O)OC(=O)C7=CC=CC=C7)(CO4)OC(=O)C)O)C)OC(=O)C. Drug 2: CC(C)(C#N)C1=CC(=CC(=C1)CN2C=NC=N2)C(C)(C)C#N. Cell line: NCI/ADR-RES. Synergy scores: CSS=4.77, Synergy_ZIP=-0.357, Synergy_Bliss=-0.193, Synergy_Loewe=0.845, Synergy_HSA=0.772. (3) Drug 1: C(CC(=O)O)C(=O)CN.Cl. Drug 2: CC(C)NC(=O)C1=CC=C(C=C1)CNNC.Cl. Cell line: HT29. Synergy scores: CSS=-1.85, Synergy_ZIP=-0.669, Synergy_Bliss=-2.84, Synergy_Loewe=-3.84, Synergy_HSA=-3.14.